The task is: Predict the reactants needed to synthesize the given product.. This data is from Full USPTO retrosynthesis dataset with 1.9M reactions from patents (1976-2016). (1) Given the product [O:31]=[S:27]1(=[O:30])[CH2:28][CH2:29][N:24]2[CH:23]=[CH:22][CH:21]=[C:20]([C:17]3[CH:18]=[CH:19][C:14]([O:13][C:12]4[CH:32]=[CH:33][C:9]([OH:8])=[CH:10][CH:11]=4)=[CH:15][CH:16]=3)[C:25]2=[N:26]1, predict the reactants needed to synthesize it. The reactants are: [Si]([O:8][C:9]1[CH:33]=[CH:32][C:12]([O:13][C:14]2[CH:19]=[CH:18][C:17]([C:20]3[C:25]4=[N:26][S:27](=[O:31])(=[O:30])[CH2:28][CH2:29][N:24]4[CH:23]=[CH:22][CH:21]=3)=[CH:16][CH:15]=2)=[CH:11][CH:10]=1)(C(C)(C)C)(C)C.[F-].C([N+](CCCC)(CCCC)CCCC)CCC.[NH4+].[Cl-]. (2) The reactants are: [CH3:1][O:2][C:3]1[N:8]=[C:7]([N:9]2[CH2:14][CH2:13][O:12][CH2:11][CH2:10]2)[N:6]=[C:5]([NH:15][C@@H:16]2[CH2:21][CH2:20][CH2:19][N:18]([C:22]([O:24][C:25]([CH3:28])([CH3:27])[CH3:26])=[O:23])[CH2:17]2)[CH:4]=1.C1C(=O)N([I:36])C(=O)C1. Given the product [I:36][C:4]1[C:5]([NH:15][C@@H:16]2[CH2:21][CH2:20][CH2:19][N:18]([C:22]([O:24][C:25]([CH3:28])([CH3:27])[CH3:26])=[O:23])[CH2:17]2)=[N:6][C:7]([N:9]2[CH2:14][CH2:13][O:12][CH2:11][CH2:10]2)=[N:8][C:3]=1[O:2][CH3:1], predict the reactants needed to synthesize it. (3) The reactants are: CN(C(ON1N=NC2C=CC=NC1=2)=[N+](C)C)C.F[P-](F)(F)(F)(F)F.[Cl:25][C:26]1[N:30]2[CH:31]=[C:32]([C:39]3[O:40][CH:41]=[CH:42][CH:43]=3)[CH:33]=[C:34]([C:35]([F:38])([F:37])[F:36])[C:29]2=[N:28][C:27]=1[C:44]([OH:46])=O.[CH2:47]([NH2:55])[CH2:48][C:49]1[CH:54]=[CH:53][CH:52]=[CH:51][CH:50]=1. Given the product [CH2:47]([NH:55][C:44]([C:27]1[N:28]=[C:29]2[C:34]([C:35]([F:37])([F:36])[F:38])=[CH:33][C:32]([C:39]3[O:40][CH:41]=[CH:42][CH:43]=3)=[CH:31][N:30]2[C:26]=1[Cl:25])=[O:46])[CH2:48][C:49]1[CH:54]=[CH:53][CH:52]=[CH:51][CH:50]=1, predict the reactants needed to synthesize it. (4) Given the product [CH3:1][O:2][C:3]([C:5]1[N:6]([CH2:31][CH:32]=[O:35])[CH:7]=[C:8]([C:20](=[O:30])[NH:21][CH2:22][C:23]2[CH:28]=[CH:27][C:26]([F:29])=[CH:25][CH:24]=2)[C:9](=[O:19])[C:10]=1[O:11][CH2:12][C:13]1[CH:14]=[CH:15][CH:16]=[CH:17][CH:18]=1)=[O:4], predict the reactants needed to synthesize it. The reactants are: [CH3:1][O:2][C:3]([C:5]1[N:6]([CH2:31][CH:32]=C)[CH:7]=[C:8]([C:20](=[O:30])[NH:21][CH2:22][C:23]2[CH:28]=[CH:27][C:26]([F:29])=[CH:25][CH:24]=2)[C:9](=[O:19])[C:10]=1[O:11][CH2:12][C:13]1[CH:18]=[CH:17][CH:16]=[CH:15][CH:14]=1)=[O:4].I([O-])(=O)(=O)=[O:35].[Na+].C(OCC)(=O)C.O. (5) Given the product [CH2:40]([O:39][C:37](=[O:38])[CH:36]([C:33]1[CH:34]=[CH:17][C:16]([NH:13][C:14]([O:9][CH:1]2[CH2:8][CH2:7][CH2:6][CH2:5][CH2:4][CH:3]=[CH:2]2)=[O:19])=[CH:18][CH:32]=1)[OH:42])[CH3:41], predict the reactants needed to synthesize it. The reactants are: [CH:1]1([OH:9])[CH2:8][CH2:7][CH2:6][CH2:5][CH2:4][CH:3]=[CH:2]1.C([N:13]([CH:16]([CH3:18])[CH3:17])[CH2:14]C)(C)C.[OH:19]N1C2C=CC=CC=2N=N1.NC1C=[CH:34][C:33]([CH:36]([OH:42])[C:37]([O:39][CH2:40][CH3:41])=[O:38])=[CH:32]C=1. (6) The reactants are: [C:1](Cl)(=[O:5])[C:2](Cl)=O.[F:7][C:8]([F:22])([F:21])[C:9]1[CH:20]=[CH:19][C:12]2[S:13][C:14]([C:16](O)=[O:17])=[CH:15][C:11]=2[CH:10]=1. Given the product [F:21][C:8]([F:7])([F:22])[C:9]1[CH:20]=[CH:19][C:12]2[S:13][C:14]([C:16]([O:5][CH2:1][CH3:2])=[O:17])=[CH:15][C:11]=2[CH:10]=1, predict the reactants needed to synthesize it.